This data is from Reaction yield outcomes from USPTO patents with 853,638 reactions. The task is: Predict the reaction yield, written as a fraction of the theoretical maximum amount of product (1.0 means a 100% yield; for example, 0.34 means a 34% yield). (1) The reactants are [CH:1]1([CH2:4][CH2:5][O:6][C:7]2[CH:19]=[CH:18][C:10]([C:11]([NH:13][CH2:14][C:15]([OH:17])=[O:16])=[O:12])=[CH:9][CH:8]=2)[CH2:3][CH2:2]1.OC1C=CC(C(OC)=O)=CC=1.[CH3:31][O:32][C:33]1[CH:34]=C(CCO)C=C[CH:38]=1. The product is [CH3:31][O:32][C:33]1[CH:38]=[C:1]([CH2:4][CH2:5][O:6][C:7]2[CH:8]=[CH:9][C:10]([C:11]([NH:13][CH2:14][C:15]([OH:17])=[O:16])=[O:12])=[CH:18][CH:19]=2)[CH:3]=[CH:2][CH:34]=1. No catalyst specified. The yield is 0.920. (2) The reactants are [CH2:1]([O:3][C:4]([C:6]1[C:7](Cl)=[N:8][C:9]([S:12][CH3:13])=[N:10][CH:11]=1)=[O:5])[CH3:2].[CH:15]1([CH2:18][NH2:19])[CH2:17][CH2:16]1. No catalyst specified. The product is [CH2:1]([O:3][C:4]([C:6]1[C:7]([NH:19][CH2:18][CH:15]2[CH2:17][CH2:16]2)=[N:8][C:9]([S:12][CH3:13])=[N:10][CH:11]=1)=[O:5])[CH3:2]. The yield is 0.900. (3) The reactants are [C:1]1([PH:7](=[O:11])[O:8][CH2:9][CH3:10])[CH:6]=[CH:5][CH:4]=[CH:3][CH:2]=1.Br[C:13]1[CH:18]=[CH:17][C:16]([O:19][CH:20]([CH3:22])[CH3:21])=[C:15]([CH:23]=[CH2:24])[CH:14]=1.C(N(CC)CC)C. The catalyst is C(#N)C.C([O-])(=O)C.[Pd+2].C([O-])(=O)C.C1(P(C2C=CC=CC=2)[C-]2C=CC=C2)C=CC=CC=1.[C-]1(P(C2C=CC=CC=2)C2C=CC=CC=2)C=CC=C1.[Fe+2]. The product is [C:1]1([P:7]([C:13]2[CH:18]=[CH:17][C:16]([O:19][CH:20]([CH3:21])[CH3:22])=[C:15]([CH:23]=[CH2:24])[CH:14]=2)(=[O:11])[O:8][CH2:9][CH3:10])[CH:6]=[CH:5][CH:4]=[CH:3][CH:2]=1. The yield is 0.870. (4) The reactants are [CH3:1][C:2]1[CH:3]=[C:4]([CH:18]=[CH:19][C:20]=1[N+:21]([O-])=O)[O:5][CH2:6][O:7][C:8]1[CH:13]=[CH:12][C:11]([N+:14]([O-])=O)=[C:10]([CH3:17])[CH:9]=1.O.NN. The catalyst is [Ni].O1CCOCC1. The product is [CH2:6]([O:5][C:4]1[CH:18]=[CH:19][C:20]([NH2:21])=[C:2]([CH3:1])[CH:3]=1)[O:7][C:8]1[CH:13]=[CH:12][C:11]([NH2:14])=[C:10]([CH3:17])[CH:9]=1. The yield is 0.695.